Dataset: Catalyst prediction with 721,799 reactions and 888 catalyst types from USPTO. Task: Predict which catalyst facilitates the given reaction. (1) Reactant: [CH:1]([C:4]1[C:8]([CH2:9][CH2:10][CH2:11][OH:12])=[CH:7][N:6]([C:13]2[CH:18]=[CH:17][C:16]([C:19]([F:22])([F:21])[F:20])=[CH:15][N:14]=2)[N:5]=1)([CH3:3])[CH3:2].O[C:24]1[C:29]([O:30][CH3:31])=[CH:28][CH:27]=[CH:26][C:25]=1[CH2:32][C:33]([O:35]C)=[O:34].C(P(CCCC)CCCC)CCC.N(C(N1CCCCC1)=O)=NC(N1CCCCC1)=O. Product: [CH:1]([C:4]1[C:8]([CH2:9][CH2:10][CH2:11][O:12][C:24]2[C:29]([O:30][CH3:31])=[CH:28][CH:27]=[CH:26][C:25]=2[CH2:32][C:33]([OH:35])=[O:34])=[CH:7][N:6]([C:13]2[CH:18]=[CH:17][C:16]([C:19]([F:21])([F:20])[F:22])=[CH:15][N:14]=2)[N:5]=1)([CH3:3])[CH3:2]. The catalyst class is: 7. (2) Reactant: [F:1][C:2]([F:13])([F:12])[CH2:3][O:4][C:5]1[CH:10]=[CH:9][C:8]([NH2:11])=[CH:7][CH:6]=1.Br[CH2:15][CH2:16][CH:17]=[CH2:18].C([O-])([O-])=O.[Cs+].[Cs+]. Product: [CH2:18]([NH:11][C:8]1[CH:7]=[CH:6][C:5]([O:4][CH2:3][C:2]([F:12])([F:13])[F:1])=[CH:10][CH:9]=1)[CH2:17][CH:16]=[CH2:15]. The catalyst class is: 3. (3) Reactant: [CH2:1]([N:8]1[CH:17]=[C:16]([C:18]([O:20]C)=[O:19])[C:15]2[C:10](=[CH:11][CH:12]=[C:13]([Br:22])[CH:14]=2)[C:9]1=[O:23])[C:2]1[CH:7]=[CH:6][CH:5]=[CH:4][CH:3]=1.[OH-].[Na+]. Product: [CH2:1]([N:8]1[CH:17]=[C:16]([C:18]([OH:20])=[O:19])[C:15]2[C:10](=[CH:11][CH:12]=[C:13]([Br:22])[CH:14]=2)[C:9]1=[O:23])[C:2]1[CH:3]=[CH:4][CH:5]=[CH:6][CH:7]=1. The catalyst class is: 5. (4) Reactant: C([O:3][C:4](=[O:6])[CH3:5])C.[CH2:7]([N:14]1[C:22](=[O:23])[C:21]2[C:16](=[CH:17][CH:18]=[CH:19][CH:20]=2)[CH:15]1[NH2:24])[C:8]1[CH:13]=[CH:12][CH:11]=[CH:10][CH:9]=1.C(=O)([O-])[O-].[K+].[K+].Cl. Product: [C:4]([OH:6])(=[O:3])[CH3:5].[CH2:7]([N:14]1[C:22](=[O:23])[C:21]2[C:16](=[CH:17][CH:18]=[CH:19][CH:20]=2)[CH:15]1[NH2:24])[C:8]1[CH:9]=[CH:10][CH:11]=[CH:12][CH:13]=1. The catalyst class is: 72. (5) Reactant: [SH:1][C:2]1[N:7]=[CH:6][CH:5]=[CH:4][N:3]=1.[CH2:8](O[K])C.ClC[CH:14]([C:23]1[CH:28]=[CH:27][CH:26]=[CH:25][CH:24]=1)[CH2:15][Si:16]([O:21][CH3:22])([O:19][CH3:20])[O:17][CH3:18]. Product: [CH3:22][O:21][Si:16]([O:17][CH3:18])([O:19][CH3:20])[CH2:15][CH2:14][C:23]1[CH:24]=[CH:25][C:26]([CH2:8][S:1][C:2]2[N:7]=[CH:6][CH:5]=[CH:4][N:3]=2)=[CH:27][CH:28]=1. The catalyst class is: 8.